From a dataset of NCI-60 drug combinations with 297,098 pairs across 59 cell lines. Regression. Given two drug SMILES strings and cell line genomic features, predict the synergy score measuring deviation from expected non-interaction effect. Drug 1: C(CC(=O)O)C(=O)CN.Cl. Drug 2: CC1C(C(CC(O1)OC2CC(CC3=C2C(=C4C(=C3O)C(=O)C5=C(C4=O)C(=CC=C5)OC)O)(C(=O)CO)O)N)O.Cl. Cell line: KM12. Synergy scores: CSS=28.5, Synergy_ZIP=-3.08, Synergy_Bliss=-5.97, Synergy_Loewe=-25.4, Synergy_HSA=-3.49.